This data is from Full USPTO retrosynthesis dataset with 1.9M reactions from patents (1976-2016). The task is: Predict the reactants needed to synthesize the given product. Given the product [NH2:39][C:34]1[CH:35]=[CH:36][CH:37]=[CH:38][C:33]=1[C:31]1[N:32]=[C:28]([CH2:27][CH2:26][CH2:25][CH2:24][CH2:23][C:22]([OH:40])=[O:21])[O:29][CH:30]=1, predict the reactants needed to synthesize it. The reactants are: NC1C=CC=CC=1C1N=C(CCCC(O)=O)OC=1.C([O:21][C:22](=[O:40])[CH2:23][CH2:24][CH2:25][CH2:26][CH2:27][C:28]1[O:29][CH:30]=[C:31]([C:33]2[CH:38]=[CH:37][CH:36]=[CH:35][C:34]=2[NH2:39])[N:32]=1)C.